Dataset: Catalyst prediction with 721,799 reactions and 888 catalyst types from USPTO. Task: Predict which catalyst facilitates the given reaction. (1) Reactant: [H-].[Al+3].[Li+].[H-].[H-].[H-].[CH2:7]([O:14][C:15]1[C:23]2[N:22]=[C:21]([CH3:24])[N:20]([CH3:25])[C:19]=2[CH:18]=[C:17]([C:26](OC)=[O:27])[CH:16]=1)[C:8]1[CH:13]=[CH:12][CH:11]=[CH:10][CH:9]=1.[OH-].[K+].S([O-])([O-])(=O)=O.[Mg+2]. Product: [CH2:7]([O:14][C:15]1[C:23]2[N:22]=[C:21]([CH3:24])[N:20]([CH3:25])[C:19]=2[CH:18]=[C:17]([CH2:26][OH:27])[CH:16]=1)[C:8]1[CH:13]=[CH:12][CH:11]=[CH:10][CH:9]=1. The catalyst class is: 30. (2) Reactant: S(Cl)([Cl:3])=O.[CH2:5]([O:12][C:13]1[CH:18]=[CH:17][C:16]([CH2:19]O)=[CH:15][C:14]=1[F:21])[C:6]1[CH:11]=[CH:10][CH:9]=[CH:8][CH:7]=1. Product: [CH2:5]([O:12][C:13]1[CH:18]=[CH:17][C:16]([CH2:19][Cl:3])=[CH:15][C:14]=1[F:21])[C:6]1[CH:11]=[CH:10][CH:9]=[CH:8][CH:7]=1. The catalyst class is: 4. (3) Reactant: C([NH:5][C:6]1[C:11]([C:12]2[N:16]([C:17]3[CH:22]=[CH:21][C:20]([O:23][CH3:24])=[C:19]([F:25])[C:18]=3[F:26])[N:15]=[N:14][N:13]=2)=[CH:10][CH:9]=[CH:8][N:7]=1)(C)(C)C.[OH-].[Na+]. Product: [F:26][C:18]1[C:19]([F:25])=[C:20]([O:23][CH3:24])[CH:21]=[CH:22][C:17]=1[N:16]1[C:12]([C:11]2[C:6]([NH2:5])=[N:7][CH:8]=[CH:9][CH:10]=2)=[N:13][N:14]=[N:15]1. The catalyst class is: 240. (4) Reactant: [NH:1]1[CH:5]=[C:4]([C:6]2[C:7]3[CH:14]=[CH:13][N:12]([CH2:15][O:16][CH2:17][CH2:18][Si:19]([CH3:22])([CH3:21])[CH3:20])[C:8]=3[N:9]=[CH:10][N:11]=2)[CH:3]=[N:2]1.[CH:23](/[C:29]#[N:30])=[CH:24]\[C:25]([F:28])([F:27])[F:26]. Product: [F:26][C:25]([F:28])([F:27])[CH:24]([N:1]1[CH:5]=[C:4]([C:6]2[C:7]3[CH:14]=[CH:13][N:12]([CH2:15][O:16][CH2:17][CH2:18][Si:19]([CH3:22])([CH3:21])[CH3:20])[C:8]=3[N:9]=[CH:10][N:11]=2)[CH:3]=[N:2]1)[CH2:23][C:29]#[N:30]. The catalyst class is: 10. (5) Reactant: [Br:1][C:2]1[CH:7]=[CH:6][C:5]([C:8]2[NH:12][C:11]([C@@H:13]3[CH2:21][C:20]4[C:15](=[CH:16][CH:17]=[CH:18][CH:19]=4)[N:14]3C(OC(C)(C)C)=O)=[N:10][CH:9]=2)=[CH:4][CH:3]=1.Cl.[CH3:30][O:31][C:32]([NH:34][C@@H:35]([CH:39]([CH3:41])[CH3:40])[C:36](O)=[O:37])=[O:33].CN(C(ON1N=NC2C=CC=NC1=2)=[N+](C)C)C.F[P-](F)(F)(F)(F)F.CCN(C(C)C)C(C)C. Product: [Br:1][C:2]1[CH:7]=[CH:6][C:5]([C:8]2[NH:12][C:11]([C@@H:13]3[CH2:21][C:20]4[C:15](=[CH:16][CH:17]=[CH:18][CH:19]=4)[N:14]3[C:36](=[O:37])[C@@H:35]([NH:34][C:32](=[O:33])[O:31][CH3:30])[CH:39]([CH3:41])[CH3:40])=[N:10][CH:9]=2)=[CH:4][CH:3]=1. The catalyst class is: 91. (6) Reactant: C[O:2][C:3]([C:5]1[CH:10]=[C:9]([N:11]2[CH2:16][CH2:15][N:14]([C:17]([O:19][C:20]([CH3:23])([CH3:22])[CH3:21])=[O:18])[CH2:13][CH2:12]2)[N:8]=[C:7]([C:24]2[CH:29]=[CH:28][N:27]=[C:26]([F:30])[CH:25]=2)[C:6]=1[C:31]1[CH:36]=[CH:35][CH:34]=[CH:33][CH:32]=1)=[O:4].O.O[Li].O. Product: [C:20]([O:19][C:17]([N:14]1[CH2:15][CH2:16][N:11]([C:9]2[N:8]=[C:7]([C:24]3[CH:29]=[CH:28][N:27]=[C:26]([F:30])[CH:25]=3)[C:6]([C:31]3[CH:36]=[CH:35][CH:34]=[CH:33][CH:32]=3)=[C:5]([C:3]([OH:4])=[O:2])[CH:10]=2)[CH2:12][CH2:13]1)=[O:18])([CH3:23])([CH3:21])[CH3:22]. The catalyst class is: 1. (7) Reactant: [CH2:1]([NH:5][CH2:6][C:7]1[S:8][C:9]([C:12]2[CH:17]=[CH:16][CH:15]=[C:14]([S:18]([CH3:21])(=[O:20])=[O:19])[CH:13]=2)=[CH:10][CH:11]=1)[CH:2]([CH3:4])[CH3:3].[C:22]([C:24]1[CH:29]=[CH:28][CH:27]=[CH:26][C:25]=1[S:30](Cl)(=[O:32])=[O:31])#[N:23].C(N(CC)C(C)C)(C)C. Product: [C:22]([C:24]1[CH:29]=[CH:28][CH:27]=[CH:26][C:25]=1[S:30]([N:5]([CH2:1][CH:2]([CH3:4])[CH3:3])[CH2:6][C:7]1[S:8][C:9]([C:12]2[CH:17]=[CH:16][CH:15]=[C:14]([S:18]([CH3:21])(=[O:20])=[O:19])[CH:13]=2)=[CH:10][CH:11]=1)(=[O:32])=[O:31])#[N:23]. The catalyst class is: 4. (8) Reactant: C(N(CC)C(C)C)(C)C.[C:10](Cl)(=[O:13])[CH:11]=[CH2:12].[N:15]1[C:24]2[C:19](=[CH:20][CH:21]=[CH:22][CH:23]=2)[CH:18]=[C:17]([C:25]2[C:26]3[C:38]([NH2:39])=[N:37][CH:36]=[N:35][C:27]=3[N:28]3[C:33]=2[CH2:32][CH2:31][CH:30]([NH2:34])[CH2:29]3)[CH:16]=1.C(=O)(O)[O-].[Na+]. Product: [NH2:39][C:38]1[C:26]2[C:25]([C:17]3[CH:16]=[N:15][C:24]4[C:19]([CH:18]=3)=[CH:20][CH:21]=[CH:22][CH:23]=4)=[C:33]3[N:28]([C:27]=2[N:35]=[CH:36][N:37]=1)[CH2:29][CH:30]([NH:34][C:10](=[O:13])[CH:11]=[CH2:12])[CH2:31][CH2:32]3. The catalyst class is: 22. (9) Reactant: [Si]([O:8][C:9]1[CH:14]=[CH:13][C:12]([Cl:15])=[CH:11][C:10]=1[CH:16]1[CH2:19][N:18]([C:20]([O:22][C:23]([CH3:26])([CH3:25])[CH3:24])=[O:21])[CH2:17]1)(C(C)(C)C)(C)C.[F-].C[N+](C)(C)C. Product: [Cl:15][C:12]1[CH:13]=[CH:14][C:9]([OH:8])=[C:10]([CH:16]2[CH2:17][N:18]([C:20]([O:22][C:23]([CH3:25])([CH3:24])[CH3:26])=[O:21])[CH2:19]2)[CH:11]=1. The catalyst class is: 7. (10) Reactant: [Br:1][C:2]1[C:3]([CH:16]([F:18])[F:17])=[CH:4][C:5]([N+:13]([O-:15])=[O:14])=[C:6]([N:8]([CH3:12])[CH2:9][CH2:10]O)[CH:7]=1.N1C=CC=CC=1.S(Cl)([Cl:27])=O. Product: [Br:1][C:2]1[C:3]([CH:16]([F:18])[F:17])=[CH:4][C:5]([N+:13]([O-:15])=[O:14])=[C:6]([CH:7]=1)[N:8]([CH2:9][CH2:10][Cl:27])[CH3:12]. The catalyst class is: 2.